This data is from Forward reaction prediction with 1.9M reactions from USPTO patents (1976-2016). The task is: Predict the product of the given reaction. The product is: [CH:3]1[C:4]2[C:8]3[CH:9]=[CH:10][CH:11]=[CH:12][C:7]=3[O:6][C:5]=2[CH:13]=[CH:14][C:2]=1[O:1][CH2:24][CH2:25][CH2:26][OH:21]. Given the reactants [OH:1][C:2]1[CH:14]=[CH:13][C:5]2[O:6][C:7]3[CH:12]=[CH:11][CH:10]=[CH:9][C:8]=3[C:4]=2[CH:3]=1.CC(C)([O-])C.[K+].[O:21]1[CH2:26][CH2:25][CH2:24]S[O+]1(=O)[O-], predict the reaction product.